This data is from Reaction yield outcomes from USPTO patents with 853,638 reactions. The task is: Predict the reaction yield, written as a fraction of the theoretical maximum amount of product (1.0 means a 100% yield; for example, 0.34 means a 34% yield). (1) The reactants are Br[CH:2]([CH2:7][CH2:8][Br:9])[C:3]([O:5][CH3:6])=[O:4].[S:10]1C=CC=C1CC(O)=O.CCN(C(C)C)C(C)C.C1C[O:31][CH2:30][CH2:29]1. No catalyst specified. The product is [C:30]([S:10][CH:2]([CH2:7][CH2:8][Br:9])[C:3]([O:5][CH3:6])=[O:4])(=[O:31])[CH3:29]. The yield is 0.960. (2) The reactants are BrC1C(N2CCN(CC3C=NC=CC=3)CC2)=C2N=C(C3C=CC(CN)=CC=3)NC2=NC=1.[Br:32][C:33]1[C:34]([N:62]2[CH2:67][CH2:66][N:65]([CH2:68][C:69]3[CH:70]=[N:71][CH:72]=[CH:73][CH:74]=3)[CH2:64][CH2:63]2)=[C:35]2[N:41]=[C:40]([C:42]3[CH:61]=[CH:60][C:45]([CH2:46][N:47]4[CH2:52][CH2:51][N:50](C(OC(C)(C)C)=O)[CH2:49][CH2:48]4)=[CH:44][CH:43]=3)[NH:39][C:36]2=[N:37][CH:38]=1.C(O)(C(F)(F)F)=O. The catalyst is C(Cl)Cl. The product is [Br:32][C:33]1[C:34]([N:62]2[CH2:67][CH2:66][N:65]([CH2:68][C:69]3[CH:70]=[N:71][CH:72]=[CH:73][CH:74]=3)[CH2:64][CH2:63]2)=[C:35]2[N:41]=[C:40]([C:42]3[CH:61]=[CH:60][C:45]([CH2:46][N:47]4[CH2:52][CH2:51][NH:50][CH2:49][CH2:48]4)=[CH:44][CH:43]=3)[NH:39][C:36]2=[N:37][CH:38]=1. The yield is 0.710.